This data is from Forward reaction prediction with 1.9M reactions from USPTO patents (1976-2016). The task is: Predict the product of the given reaction. (1) Given the reactants [Cl:1][C:2]1[CH:3]=[C:4]([OH:23])[CH:5]=[CH:6][C:7]=1[CH:8]([CH3:22])[C:9]([OH:21])([C:14]1[CH:19]=[CH:18][N:17]=[C:16]([CH3:20])[CH:15]=1)[C:10]([F:13])([F:12])[F:11].[CH2:24]([O:26][C:27]([C:29]1[CH:34]=[CH:33][C:32]([CH2:35]Cl)=[CH:31][N:30]=1)=[O:28])[CH3:25], predict the reaction product. The product is: [CH2:24]([O:26][C:27]([C:29]1[CH:34]=[CH:33][C:32]([CH2:35][O:23][C:4]2[CH:5]=[CH:6][C:7]([CH:8]([CH3:22])[C:9]([OH:21])([C:14]3[CH:19]=[CH:18][N:17]=[C:16]([CH3:20])[CH:15]=3)[C:10]([F:13])([F:11])[F:12])=[C:2]([Cl:1])[CH:3]=2)=[CH:31][N:30]=1)=[O:28])[CH3:25]. (2) Given the reactants [CH2:1]([C@@H:5]1[NH:10][CH2:9][C@H:8]([CH2:11][CH:12]([CH3:14])[CH3:13])[NH:7][C:6]1=[O:15])[CH:2]([CH3:4])[CH3:3].[CH3:16][O:17][C:18]1[CH:23]=[CH:22][CH:21]=[CH:20][C:19]=1[C:24]1[O:28][N:27]=[C:26]([C:29](O)=[O:30])[CH:25]=1.C([C@@H]1N(C(=O)/C=C/C2C=CC=CC=2)C[C@H](CC(C)C)NC1=O)C(C)C, predict the reaction product. The product is: [CH2:1]([C@@H:5]1[N:10]([C:29]([C:26]2[CH:25]=[C:24]([C:19]3[CH:20]=[CH:21][CH:22]=[CH:23][C:18]=3[O:17][CH3:16])[O:28][N:27]=2)=[O:30])[CH2:9][C@H:8]([CH2:11][CH:12]([CH3:14])[CH3:13])[NH:7][C:6]1=[O:15])[CH:2]([CH3:4])[CH3:3]. (3) Given the reactants Cl[C:2]1[CH:7]=[C:6]([NH:8][C:9]2[CH:14]=[CH:13][CH:12]=[CH:11][C:10]=2[S:15]([CH:18]([CH3:20])[CH3:19])(=[O:17])=[O:16])[C:5]([C:21]([F:24])([F:23])[F:22])=[CH:4][N:3]=1.[CH3:25][P:26]([C:29]1[CH:35]=[CH:34][C:32]([NH2:33])=[C:31]([CH2:36][CH3:37])[CH:30]=1)([CH3:28])=[O:27], predict the reaction product. The product is: [CH3:28][P:26]([C:29]1[CH:35]=[CH:34][C:32]([NH:33][C:2]2[CH:7]=[C:6]([NH:8][C:9]3[CH:14]=[CH:13][CH:12]=[CH:11][C:10]=3[S:15]([CH:18]([CH3:20])[CH3:19])(=[O:17])=[O:16])[C:5]([C:21]([F:24])([F:23])[F:22])=[CH:4][N:3]=2)=[C:31]([CH2:36][CH3:37])[CH:30]=1)([CH3:25])=[O:27]. (4) The product is: [C:6]([O:10][C:11]([N:13]1[CH2:18][CH2:17][CH:16]([S:3][C:1](=[O:4])[CH3:2])[CH2:15][CH2:14]1)=[O:12])([CH3:9])([CH3:7])[CH3:8]. Given the reactants [C:1]([O-:4])(=[S:3])[CH3:2].[K+].[C:6]([O:10][C:11]([N:13]1[CH2:18][CH2:17][CH:16](Br)[CH2:15][CH2:14]1)=[O:12])([CH3:9])([CH3:8])[CH3:7], predict the reaction product. (5) Given the reactants [C:1]([C:3]1[CH:4]=[N:5][N:6]2[C:11]([C:12]3[CH:13]=[C:14]([N:18](C(=O)CC(C)(C)C)[C:19](=[O:21])[CH3:20])[CH:15]=[CH:16][CH:17]=3)=[CH:10][CH:9]=[N:8][C:7]=12)#[N:2].F[C:30](F)(F)[C:31]([OH:33])=[O:32], predict the reaction product. The product is: [C:1]([C:3]1[CH:4]=[N:5][N:6]2[C:11]([C:12]3[CH:13]=[C:14]([N:18]([CH2:30][C:31]([OH:33])=[O:32])[C:19](=[O:21])[CH3:20])[CH:15]=[CH:16][CH:17]=3)=[CH:10][CH:9]=[N:8][C:7]=12)#[N:2]. (6) The product is: [CH2:1]([O:3][C:4](=[O:18])[CH:5]([O:15][CH2:16][CH3:17])[CH2:6][C:7]1[CH:12]=[CH:11][C:10]([O:13][CH2:35][CH2:34][C:32]2[N:33]=[C:29]([C:26]3[CH:25]=[CH:24][C:23]([C:19]([CH3:20])([CH3:22])[CH3:21])=[CH:28][CH:27]=3)[S:30][C:31]=2[CH3:37])=[C:9]([CH3:14])[CH:8]=1)[CH3:2]. Given the reactants [CH2:1]([O:3][C:4](=[O:18])[CH:5]([O:15][CH2:16][CH3:17])[CH2:6][C:7]1[CH:12]=[CH:11][C:10]([OH:13])=[C:9]([CH3:14])[CH:8]=1)[CH3:2].[C:19]([C:23]1[CH:28]=[CH:27][C:26]([C:29]2[S:30][C:31]([CH3:37])=[C:32]([CH2:34][CH2:35]O)[N:33]=2)=[CH:25][CH:24]=1)([CH3:22])([CH3:21])[CH3:20].C1(P(C2C=CC=CC=2)C2C=CC=CC=2)C=CC=CC=1.N(C(OCC)=O)=NC(OCC)=O, predict the reaction product. (7) Given the reactants Br.C(O)(=O)C.C(OC(=O)[NH:15][C:16]1[N:17]([CH2:34][C:35]2[CH:43]=[CH:42][C:38]3[O:39][CH2:40][O:41][C:37]=3[CH:36]=2)[C:18](=[O:33])[C:19]2[C:24]([C:25]=1[C:26]1[CH:31]=[CH:30][CH:29]=[CH:28][CH:27]=1)=[CH:23][C:22]([Br:32])=[CH:21][CH:20]=2)C1C=CC=CC=1, predict the reaction product. The product is: [NH2:15][C:16]1[N:17]([CH2:34][C:35]2[CH:43]=[CH:42][C:38]3[O:39][CH2:40][O:41][C:37]=3[CH:36]=2)[C:18](=[O:33])[C:19]2[C:24]([C:25]=1[C:26]1[CH:27]=[CH:28][CH:29]=[CH:30][CH:31]=1)=[CH:23][C:22]([Br:32])=[CH:21][CH:20]=2. (8) The product is: [C:1]([O:4][C@@H:5]1[C@@H:10]([O:11][C:12](=[O:14])[CH3:13])[C@H:9]([O:15][C:16](=[O:18])[CH3:17])[C@@H:8]([CH2:19][O:20][C:21](=[O:23])[CH3:22])[O:7][C@H:6]1[O:24][C:25]1[C:29]([CH2:30][C:31]2[CH:36]=[CH:35][C:34]([O:37][CH2:38][CH2:39][NH:40][C:61]([NH2:62])=[N:60][C:58]([O:57][CH2:50][C:51]3[CH:52]=[CH:53][CH:54]=[CH:55][CH:56]=3)=[O:59])=[CH:33][C:32]=2[CH3:41])=[C:28]([CH:42]([CH3:44])[CH3:43])[NH:27][N:26]=1)(=[O:3])[CH3:2]. Given the reactants [C:1]([O:4][C@@H:5]1[C@@H:10]([O:11][C:12](=[O:14])[CH3:13])[C@H:9]([O:15][C:16](=[O:18])[CH3:17])[C@@H:8]([CH2:19][O:20][C:21](=[O:23])[CH3:22])[O:7][C@H:6]1[O:24][C:25]1[C:29]([CH2:30][C:31]2[CH:36]=[CH:35][C:34]([O:37][CH2:38][CH2:39][NH2:40])=[CH:33][C:32]=2[CH3:41])=[C:28]([CH:42]([CH3:44])[CH3:43])[NH:27][N:26]=1)(=[O:3])[CH3:2].CN(C)C=O.[CH2:50]([O:57][C:58]([NH:60][C:61](N1C=CC=N1)=[NH:62])=[O:59])[C:51]1[CH:56]=[CH:55][CH:54]=[CH:53][CH:52]=1, predict the reaction product.